This data is from Forward reaction prediction with 1.9M reactions from USPTO patents (1976-2016). The task is: Predict the product of the given reaction. (1) Given the reactants CCN(C(C)C)C(C)C.[C:10]([C:12]1[C:13]([N:26]2[CH2:29][CH:28]([C:30](O)=[O:31])[CH2:27]2)=[N:14][C:15]([CH:23]([F:25])[F:24])=[C:16]([C:18]([O:20][CH2:21][CH3:22])=[O:19])[CH:17]=1)#[N:11].CN(C(ON1N=NC2C=CC=CC1=2)=[N+](C)C)C.[B-](F)(F)(F)F.[F:55][C:56]1[CH:61]=[CH:60][CH:59]=[CH:58][C:57]=1[CH2:62][S:63]([NH2:66])(=[O:65])=[O:64], predict the reaction product. The product is: [C:10]([C:12]1[C:13]([N:26]2[CH2:27][CH:28]([C:30]([NH:66][S:63]([CH2:62][C:57]3[CH:58]=[CH:59][CH:60]=[CH:61][C:56]=3[F:55])(=[O:65])=[O:64])=[O:31])[CH2:29]2)=[N:14][C:15]([CH:23]([F:24])[F:25])=[C:16]([CH:17]=1)[C:18]([O:20][CH2:21][CH3:22])=[O:19])#[N:11]. (2) The product is: [OH:12][N:11]=[C:10]([Cl:13])[C@@H:8]1[CH2:9][C@H:7]1[C:1]1[CH:6]=[CH:5][CH:4]=[CH:3][CH:2]=1. Given the reactants [C:1]1([C@@H:7]2[CH2:9][C@H:8]2[CH:10]=[N:11][OH:12])[CH:6]=[CH:5][CH:4]=[CH:3][CH:2]=1.[Cl:13]N1C(=O)CCC1=O, predict the reaction product.